From a dataset of Forward reaction prediction with 1.9M reactions from USPTO patents (1976-2016). Predict the product of the given reaction. Given the reactants [BH4-].[Na+].O.O.O.O.O.O.O.[Cl-].[Ce+3].[Cl-].[Cl-].[C:14]([O:18][C:19]([C@@:21]1([CH2:35][C:36](=[CH2:39])[CH:37]=[O:38])[CH2:25][C:24](=[O:26])[N:23]([C@@H:27]([C:29]2[CH:34]=[CH:33][CH:32]=[CH:31][CH:30]=2)[CH3:28])[CH2:22]1)=[O:20])([CH3:17])([CH3:16])[CH3:15].[Cl-].[NH4+], predict the reaction product. The product is: [C:14]([O:18][C:19]([C@@:21]1([CH2:35][C:36](=[CH2:39])[CH2:37][OH:38])[CH2:25][C:24](=[O:26])[N:23]([C@@H:27]([C:29]2[CH:34]=[CH:33][CH:32]=[CH:31][CH:30]=2)[CH3:28])[CH2:22]1)=[O:20])([CH3:16])([CH3:15])[CH3:17].